This data is from Forward reaction prediction with 1.9M reactions from USPTO patents (1976-2016). The task is: Predict the product of the given reaction. (1) Given the reactants F[B-](F)(F)F.N1(OC(N(C)C)=[N+](C)C)C2C=CC=CC=2N=N1.[Cl:23][C:24]1[CH:28]=[N:27][N:26]([CH3:29])[C:25]=1[C:30]([OH:32])=O.[N:33]1([C:39]2[N:44]3[CH:45]=[C:46]([C:48]4[CH:53]=[CH:52][CH:51]=[CH:50][CH:49]=4)[N:47]=[C:43]3[CH:42]=[C:41]([NH2:54])[N:40]=2)[CH2:38][CH2:37][O:36][CH2:35][CH2:34]1, predict the reaction product. The product is: [N:33]1([C:39]2[N:44]3[CH:45]=[C:46]([C:48]4[CH:53]=[CH:52][CH:51]=[CH:50][CH:49]=4)[N:47]=[C:43]3[CH:42]=[C:41]([NH:54][C:30]([C:25]3[N:26]([CH3:29])[N:27]=[CH:28][C:24]=3[Cl:23])=[O:32])[N:40]=2)[CH2:38][CH2:37][O:36][CH2:35][CH2:34]1. (2) Given the reactants [Cl:1][C:2]1[CH:7]=[CH:6][C:5]([CH2:8][CH2:9][CH2:10]O)=[CH:4][CH:3]=1.[BrH:12], predict the reaction product. The product is: [Br:12][CH2:10][CH2:9][CH2:8][C:5]1[CH:6]=[CH:7][C:2]([Cl:1])=[CH:3][CH:4]=1. (3) Given the reactants [N:1]([C:4]1[CH:9]=[CH:8][C:7]([Cl:10])=[CH:6][C:5]=1[Br:11])=[N+:2]=[N-:3].[F:12][C:13]([F:17])([F:16])[C:14]#[CH:15], predict the reaction product. The product is: [Br:11][C:5]1[CH:6]=[C:7]([Cl:10])[CH:8]=[CH:9][C:4]=1[N:1]1[CH:15]=[C:14]([C:13]([F:17])([F:16])[F:12])[N:3]=[N:2]1.